Dataset: Full USPTO retrosynthesis dataset with 1.9M reactions from patents (1976-2016). Task: Predict the reactants needed to synthesize the given product. (1) Given the product [Cl:12][C:13]1[S:14][C:15]([CH2:18][NH:11][C:1]23[CH2:8][CH:7]4[CH2:6][CH:5]([CH2:4][CH:3]([CH2:9]4)[CH2:2]2)[CH2:10]3)=[CH:16][N:17]=1, predict the reactants needed to synthesize it. The reactants are: [C:1]12([NH2:11])[CH2:10][CH:5]3[CH2:6][CH:7]([CH2:9][CH:3]([CH2:4]3)[CH2:2]1)[CH2:8]2.[Cl:12][C:13]1[S:14][C:15]([CH2:18]Cl)=[CH:16][N:17]=1. (2) Given the product [CH3:1][O:2][C:3]1[C:8]([N:9]2[C:13]([C:14]([F:17])([F:16])[F:15])=[N:12][N:11]=[N:10]2)=[CH:7][CH:6]=[C:5]([O:18][CH3:19])[C:4]=1[CH:20]=[O:21], predict the reactants needed to synthesize it. The reactants are: [CH3:1][O:2][C:3]1[C:8]([N:9]2[C:13]([C:14]([F:17])([F:16])[F:15])=[N:12][N:11]=[N:10]2)=[CH:7][CH:6]=[C:5]([O:18][CH3:19])[C:4]=1[CH2:20][OH:21].C[N+]1([O-])CCOCC1.